From a dataset of Catalyst prediction with 721,799 reactions and 888 catalyst types from USPTO. Predict which catalyst facilitates the given reaction. (1) Reactant: [N+:1]([C:4]1[CH:9]=[CH:8][CH:7]=[CH:6][C:5]=1[S:10](Cl)(=[O:12])=[O:11])([O-:3])=[O:2].[NH:14]([CH2:18][CH2:19][OH:20])[CH2:15][CH2:16][OH:17].C(N(CC)CC)C. Product: [OH:17][CH2:16][CH2:15][N:14]([CH2:18][CH2:19][OH:20])[S:10]([C:5]1[CH:6]=[CH:7][CH:8]=[CH:9][C:4]=1[N+:1]([O-:3])=[O:2])(=[O:12])=[O:11]. The catalyst class is: 2. (2) Reactant: C([O:3][C:4](=[O:24])[CH:5]([O:21][CH2:22][CH3:23])[CH2:6][C:7]1[CH:12]=[CH:11][C:10]([OH:13])=[C:9]([CH2:14][C:15]2[CH:20]=[CH:19][CH:18]=[CH:17][CH:16]=2)[CH:8]=1)C.[OH-].[K+].Cl. Product: [CH2:14]([C:9]1[CH:8]=[C:7]([CH2:6][CH:5]([O:21][CH2:22][CH3:23])[C:4]([OH:24])=[O:3])[CH:12]=[CH:11][C:10]=1[OH:13])[C:15]1[CH:20]=[CH:19][CH:18]=[CH:17][CH:16]=1. The catalyst class is: 24.